From a dataset of Full USPTO retrosynthesis dataset with 1.9M reactions from patents (1976-2016). Predict the reactants needed to synthesize the given product. (1) Given the product [C:1]([N:5]([CH3:29])[C:6]([C:8]1[C:9]2[CH2:25][O:24][C:23]3[CH:22]=[C:21]([O:26][CH3:27])[C:20]([C:32]4[CH:31]=[N:30][CH:35]=[CH:34][CH:33]=4)=[CH:19][C:18]=3[C:10]=2[N:11]([C:13]2[CH:17]=[CH:16][S:15][CH:14]=2)[N:12]=1)=[O:7])([CH3:4])([CH3:3])[CH3:2], predict the reactants needed to synthesize it. The reactants are: [C:1]([N:5]([CH3:29])[C:6]([C:8]1[C:9]2[CH2:25][O:24][C:23]3[CH:22]=[C:21]([O:26][CH3:27])[C:20](Br)=[CH:19][C:18]=3[C:10]=2[N:11]([C:13]2[CH:17]=[CH:16][S:15][CH:14]=2)[N:12]=1)=[O:7])([CH3:4])([CH3:3])[CH3:2].[N:30]1[CH:35]=[CH:34][CH:33]=[C:32](B(O)O)[CH:31]=1.C(=O)([O-])[O-].[K+].[K+].C(OCC)C. (2) Given the product [CH2:36]([O:35][CH:34]([O:38][CH2:39][CH3:40])[CH2:33][N:28]1[CH:29]=[C:9]2[C:10]([N:11]=[C:12]([C:20]3[CH:25]=[CH:24][C:23]([F:26])=[CH:22][CH:21]=3)[C:13]([C:14]3[CH:15]=[CH:16][N:17]=[CH:18][CH:19]=3)=[C:8]2[C:5]2[CH:6]=[CH:7][C:2]([F:1])=[CH:3][CH:4]=2)=[N:27]1)[CH3:37].[CH2:36]([O:35][CH:34]([O:38][CH2:39][CH3:40])[CH2:33][N:27]1[C:10]2=[N:11][C:12]([C:20]3[CH:25]=[CH:24][C:23]([F:26])=[CH:22][CH:21]=3)=[C:13]([C:14]3[CH:15]=[CH:16][N:17]=[CH:18][CH:19]=3)[C:8]([C:5]3[CH:6]=[CH:7][C:2]([F:1])=[CH:3][CH:4]=3)=[C:9]2[CH:29]=[N:28]1)[CH3:37], predict the reactants needed to synthesize it. The reactants are: [F:1][C:2]1[CH:7]=[CH:6][C:5]([C:8]2[C:13]([C:14]3[CH:19]=[CH:18][N:17]=[CH:16][CH:15]=3)=[C:12]([C:20]3[CH:25]=[CH:24][C:23]([F:26])=[CH:22][CH:21]=3)[N:11]=[C:10]3[NH:27][N:28]=[CH:29][C:9]=23)=[CH:4][CH:3]=1.[OH-].[K+].Br[CH2:33][CH:34]([O:38][CH2:39][CH3:40])[O:35][CH2:36][CH3:37].COCCOCCOC. (3) Given the product [CH3:25][C:24]1[N:19]2[N:18]=[C:17]([CH2:16][CH2:15][C:14]3[N:10]([CH2:9][CH2:8][OH:7])[N:11]=[C:12]([C:28]4[CH:33]=[CH:32][CH:31]=[CH:30][CH:29]=4)[N:13]=3)[N:27]=[C:20]2[C:21]([CH3:26])=[N:22][CH:23]=1, predict the reactants needed to synthesize it. The reactants are: I[Si](C)(C)C.C[O:7][CH2:8][CH2:9][N:10]1[C:14]([CH2:15][CH2:16][C:17]2[N:27]=[C:20]3[C:21]([CH3:26])=[N:22][CH:23]=[C:24]([CH3:25])[N:19]3[N:18]=2)=[N:13][C:12]([C:28]2[CH:33]=[CH:32][CH:31]=[CH:30][CH:29]=2)=[N:11]1.CO.S([O-])([O-])=O.[Na+].[Na+]. (4) Given the product [NH2:1][C:2]1[N:7]=[C:6]([NH2:8])[C:5]([O:9][CH2:30][CH2:29][CH2:28][O:27][C:20]2[C:19]3[C:24](=[CH:25][C:16]([F:15])=[CH:17][CH:18]=3)[N:23]=[C:22]([CH3:26])[CH:21]=2)=[C:4]([CH2:10][CH3:11])[N:3]=1, predict the reactants needed to synthesize it. The reactants are: [NH2:1][C:2]1[N:7]=[C:6]([NH2:8])[C:5]([OH:9])=[C:4]([CH2:10][CH3:11])[N:3]=1.O.[OH-].[Li+].[F:15][C:16]1[CH:25]=[C:24]2[C:19]([C:20]([O:27][CH2:28][CH2:29][CH2:30]Br)=[CH:21][C:22]([CH3:26])=[N:23]2)=[CH:18][CH:17]=1. (5) Given the product [C:21]([N:8]1[C:6]2[C:5](=[CH:4][CH:3]=[C:2]([Br:1])[CH:7]=2)[C:10]2([CH2:13][S:12][CH2:11]2)[CH2:9]1)(=[O:23])[CH3:22], predict the reactants needed to synthesize it. The reactants are: [Br:1][C:2]1[CH:7]=[C:6]2[NH:8][CH2:9][C:10]3([CH2:13][S:12][CH2:11]3)[C:5]2=[CH:4][CH:3]=1.C(N(CC)CC)C.[C:21](Cl)(=[O:23])[CH3:22]. (6) Given the product [CH2:7]([O:14][C:15]([C:17]1[N:18]([S:31]([C:34]2[CH:39]=[CH:38][C:37]([CH3:40])=[CH:36][CH:35]=2)(=[O:33])=[O:32])[CH:19]=[C:20]([C:22]2[CH:27]=[CH:26][CH:25]=[C:24]([C:28](=[O:30])[NH:56][C:47]3[CH:45]=[CH:44][C:43]([C:42]([F:51])([F:50])[F:41])=[CH:49][CH:48]=3)[CH:23]=2)[CH:21]=1)=[O:16])[C:8]1[CH:9]=[CH:10][CH:11]=[CH:12][CH:13]=1, predict the reactants needed to synthesize it. The reactants are: C(Cl)(=O)C(Cl)=O.[CH2:7]([O:14][C:15]([C:17]1[N:18]([S:31]([C:34]2[CH:39]=[CH:38][C:37]([CH3:40])=[CH:36][CH:35]=2)(=[O:33])=[O:32])[CH:19]=[C:20]([C:22]2[CH:27]=[CH:26][CH:25]=[C:24]([C:28]([OH:30])=O)[CH:23]=2)[CH:21]=1)=[O:16])[C:8]1[CH:13]=[CH:12][CH:11]=[CH:10][CH:9]=1.[F:41][C:42]([F:51])([F:50])[C:43]1[CH:44]=[C:45]([CH:47]=[CH:48][CH:49]=1)N.C(Cl)Cl.C[N:56](C=O)C. (7) The reactants are: [F:1][C:2]1[CH:7]=[CH:6][C:5]([F:8])=[CH:4][C:3]=1[C@H:9]1[CH2:13][CH2:12][CH2:11][N:10]1[C:14]1[CH:19]=[CH:18][N:17]2[N:20]=[CH:21][C:22]([NH:23][C:24](=[O:29])[C:25]([O:27]C)=[O:26])=[C:16]2[N:15]=1.O[Li].O. Given the product [F:1][C:2]1[CH:7]=[CH:6][C:5]([F:8])=[CH:4][C:3]=1[C@H:9]1[CH2:13][CH2:12][CH2:11][N:10]1[C:14]1[CH:19]=[CH:18][N:17]2[N:20]=[CH:21][C:22]([NH:23][C:24](=[O:29])[C:25]([OH:27])=[O:26])=[C:16]2[N:15]=1, predict the reactants needed to synthesize it. (8) Given the product [OH:29][C:26]1([CH3:28])[CH2:25][N:24]([C:30]([O:32][C:33]([CH3:36])([CH3:35])[CH3:34])=[O:31])[CH2:23][CH2:22][N:21]([C:19]2[CH:18]=[CH:17][CH:16]=[C:15]([N:14]3[C:8]4[CH:7]=[C:6]([C:4]5[CH:5]=[N:1][N:2]([CH2:43][C:44]([F:47])([F:46])[F:45])[CH:3]=5)[N:11]=[CH:10][C:9]=4[CH:12]=[N:13]3)[N:20]=2)[CH2:27]1, predict the reactants needed to synthesize it. The reactants are: [NH:1]1[CH:5]=[C:4]([C:6]2[N:11]=[CH:10][C:9]3[CH:12]=[N:13][N:14]([C:15]4[N:20]=[C:19]([N:21]5[CH2:27][C:26]([OH:29])([CH3:28])[CH2:25][N:24]([C:30]([O:32][C:33]([CH3:36])([CH3:35])[CH3:34])=[O:31])[CH2:23][CH2:22]5)[CH:18]=[CH:17][CH:16]=4)[C:8]=3[CH:7]=2)[CH:3]=[N:2]1.FC(F)(F)S(O[CH2:43][C:44]([F:47])([F:46])[F:45])(=O)=O.